From a dataset of Reaction yield outcomes from USPTO patents with 853,638 reactions. Predict the reaction yield, written as a fraction of the theoretical maximum amount of product (1.0 means a 100% yield; for example, 0.34 means a 34% yield). (1) The reactants are [Br:1][C:2]1[CH:7]=[CH:6][C:5](I)=[CH:4][CH:3]=1.C[Si]([C:13]([F:19])([F:18])[C:14]([F:17])([F:16])[F:15])(C)C.[F-].[K+]. The catalyst is CN1CCCC1=O.[Cu](I)I. The product is [Br:1][C:2]1[CH:7]=[CH:6][C:5]([C:13]([F:19])([F:18])[C:14]([F:17])([F:16])[F:15])=[CH:4][CH:3]=1. The yield is 0.520. (2) The reactants are [Cl:1][C:2]1[CH:7]=[C:6]([N+:8]([O-:10])=[O:9])[CH:5]=[CH:4][C:3]=1[OH:11].Cl.Cl[CH2:14][C:15]1[CH:24]=[CH:23][C:22]2[C:17](=[CH:18][CH:19]=[CH:20][CH:21]=2)[N:16]=1.C([O-])([O-])=O.[K+].[K+].CC(N(C)C)=O. The catalyst is CC#N.CCOC(C)=O. The product is [Cl:1][C:2]1[CH:7]=[C:6]([N+:8]([O-:10])=[O:9])[CH:5]=[CH:4][C:3]=1[O:11][CH2:14][C:15]1[CH:24]=[CH:23][C:22]2[C:17](=[CH:18][CH:19]=[CH:20][CH:21]=2)[N:16]=1. The yield is 0.850. (3) The reactants are [N:1]([C:4]([C:14]([O:16][CH2:17][CH3:18])=[O:15])=[CH:5][C:6]1[O:10][C:9](C(O)=O)=[CH:8][CH:7]=1)=[N+:2]=[N-:3].C([O-])(O)=O.[Na+].[B-](F)(F)(F)[F:25].[B-](F)(F)(F)F.C1[N+]2(CCl)CC[N+](F)(CC2)C1.O. The catalyst is CCOC(C)=O.CCCCCC. The product is [N:1]([C:4](=[CH:5][C:6]1[O:10][C:9]([F:25])=[CH:8][CH:7]=1)[C:14]([O:16][CH2:17][CH3:18])=[O:15])=[N+:2]=[N-:3]. The yield is 0.450. (4) The catalyst is ClCCl. The reactants are Br[CH2:2][C:3]1[N:7]([CH3:8])[N:6]([C:9]2[CH:14]=[CH:13][CH:12]=[CH:11][CH:10]=2)[C:5](=[O:15])[C:4]=1[C:16]([O:18][CH3:19])=[O:17].[NH:20]1[CH2:24][CH2:23][CH2:22][CH2:21]1. The product is [CH3:8][N:7]1[C:3]([CH2:2][N:20]2[CH2:24][CH2:23][CH2:22][CH2:21]2)=[C:4]([C:16]([O:18][CH3:19])=[O:17])[C:5](=[O:15])[N:6]1[C:9]1[CH:14]=[CH:13][CH:12]=[CH:11][CH:10]=1. The yield is 0.670. (5) The reactants are [F:1][C:2]1[CH:7]=[CH:6][C:5]([CH2:8][C:9]([OH:11])=O)=[CH:4][CH:3]=1.C(Cl)(=O)C([Cl:15])=O. The catalyst is C(Cl)Cl.CN(C=O)C. The product is [F:1][C:2]1[CH:7]=[CH:6][C:5]([CH2:8][C:9]([Cl:15])=[O:11])=[CH:4][CH:3]=1. The yield is 1.00. (6) The reactants are [Cl:1][C:2]1[CH:8]=[CH:7][C:5]([NH2:6])=[CH:4][CH:3]=1.C[Al](C)C.[F:13][C:14]1[CH:19]=[C:18]([F:20])[CH:17]=[CH:16][C:15]=1[C@@:21]([OH:47])([CH2:41][N:42]1[CH:46]=[N:45][CH:44]=[N:43]1)[C@H:22]([S:24][C@@H:25]1[CH2:30][O:29][C@@H:28]([C:31]2[CH:32]=[C:33]([CH:38]=[CH:39][CH:40]=2)[C:34](OC)=[O:35])[O:27][CH2:26]1)[CH3:23]. No catalyst specified. The product is [Cl:1][C:2]1[CH:8]=[CH:7][C:5]([NH:6][C:34](=[O:35])[C:33]2[CH:38]=[CH:39][CH:40]=[C:31]([C@H:28]3[O:27][CH2:26][C@H:25]([S:24][C@H:22]([CH3:23])[C@:21]([C:15]4[CH:16]=[CH:17][C:18]([F:20])=[CH:19][C:14]=4[F:13])([OH:47])[CH2:41][N:42]4[CH:46]=[N:45][CH:44]=[N:43]4)[CH2:30][O:29]3)[CH:32]=2)=[CH:4][CH:3]=1. The yield is 0.840. (7) The reactants are [CH3:1][C:2]1([CH3:13])[C:10]2[C:5](=[CH:6][CH:7]=[CH:8][CH:9]=2)[CH:4]([CH:11]=O)[CH2:3]1.C[C:15]1[NH:16]C2C(C=1C=O)=CC=CC=2. No catalyst specified. The product is [CH3:1][C:2]1([CH3:13])[C:10]2[C:5](=[CH:6][CH:7]=[CH:8][CH:9]=2)[CH:4]([CH2:11][NH:16][CH3:15])[CH2:3]1. The yield is 0.810.